The task is: Predict the product of the given reaction.. This data is from Forward reaction prediction with 1.9M reactions from USPTO patents (1976-2016). (1) The product is: [F:58][C:57]([F:60])([F:59])[C:55]([OH:61])=[O:56].[F:1][C@@H:2]1[CH2:7][CH2:6][NH:5][CH2:4][C@H:3]1[O:18][C:19]1[NH:24][C:23](=[O:25])[CH:22]=[C:21]([C:35]2[C:43]3[C:38](=[CH:39][CH:40]=[C:41]([C:44]4[S:45][CH:46]=[CH:47][N:48]=4)[CH:42]=3)[NH:37][N:36]=2)[N:20]=1. Given the reactants [F:1][C@@H:2]1[CH2:7][CH2:6][N:5](C(OCC2C=CC=CC=2)=O)[CH2:4][C@H:3]1[O:18][C:19]1[N:24]=[C:23]([O:25]CC2C=CC(OC)=CC=2)[CH:22]=[C:21]([C:35]2[C:43]3[C:38](=[CH:39][CH:40]=[C:41]([C:44]4[S:45][CH:46]=[CH:47][N:48]=4)[CH:42]=3)[N:37](C3CCCCO3)[N:36]=2)[N:20]=1.[C:55]([OH:61])([C:57]([F:60])([F:59])[F:58])=[O:56], predict the reaction product. (2) Given the reactants C(OC([N:8]1[CH2:13][CH2:12][CH:11]([C:14]([O-:16])=O)[CH2:10][CH2:9]1)=O)(C)(C)C.C(Cl)C[Cl:19].C1C=NC2N(O)N=NC=2C=1.[CH:31]([N:34]1[CH2:39][CH2:38][NH:37][CH2:36][CH2:35]1)([CH3:33])[CH3:32], predict the reaction product. The product is: [ClH:19].[ClH:19].[CH:31]([N:34]1[CH2:39][CH2:38][N:37]([C:14]([CH:11]2[CH2:10][CH2:9][NH:8][CH2:13][CH2:12]2)=[O:16])[CH2:36][CH2:35]1)([CH3:33])[CH3:32]. (3) Given the reactants [CH2:1]([C@H:8]1[CH2:16][O:15][CH2:14][C@H:13]([NH:17][C:18]([O:20][C:21]([CH3:24])([CH3:23])[CH3:22])=[O:19])[C:12](=[O:25])[O:11][C@@H:10]([CH3:26])[C@@H:9]1[O:27][CH2:28][CH2:29][C:30]([OH:32])=O)[C:2]1[CH:7]=[CH:6][CH:5]=[CH:4][CH:3]=1.C[CH2:34][N:35](C(C)C)[CH:36](C)C.OC1C2N=NNC=2C=CC=1.C(N=C=NCCCN(C)C)C.Cl.CNC, predict the reaction product. The product is: [CH2:1]([C@@H:8]1[C@@H:9]([O:27][CH2:28][CH2:29][C:30]([N:35]([CH3:36])[CH3:34])=[O:32])[C@H:10]([CH3:26])[O:11][C:12](=[O:25])[C@@H:13]([NH:17][C:18](=[O:19])[O:20][C:21]([CH3:24])([CH3:23])[CH3:22])[CH2:14][O:15][CH2:16]1)[C:2]1[CH:7]=[CH:6][CH:5]=[CH:4][CH:3]=1. (4) Given the reactants [NH:1]1[CH2:6][CH2:5][C:4](=[O:7])[CH2:3][CH2:2]1.Cl[CH2:9][CH2:10][CH2:11][O:12][C:13]1[CH:18]=[CH:17][CH:16]=[CH:15][CH:14]=1, predict the reaction product. The product is: [O:12]([CH2:11][CH2:10][CH2:9][N:1]1[CH2:6][CH2:5][C:4](=[O:7])[CH2:3][CH2:2]1)[C:13]1[CH:18]=[CH:17][CH:16]=[CH:15][CH:14]=1. (5) Given the reactants C[O:2][C:3]1[N:8]=[C:7]2[N:9]([CH2:12][C:13]([OH:15])=[O:14])[CH:10]=[CH:11][C:6]2=[CH:5][CH:4]=1, predict the reaction product. The product is: [O:2]=[C:3]1[NH:8][C:7]2[N:9]([CH2:12][C:13]([OH:15])=[O:14])[CH:10]=[CH:11][C:6]=2[CH:5]=[CH:4]1. (6) Given the reactants [CH:1]1[C:10]2[C:5](=[CH:6][CH:7]=[CH:8][CH:9]=2)[CH:4]=[CH:3][C:2]=1[C:11]1[C:15]2=[N:16][C:17]([NH2:20])=[CH:18][CH:19]=[C:14]2[N:13]([C:21]([C:34]2[CH:39]=[CH:38][CH:37]=[CH:36][CH:35]=2)([C:28]2[CH:33]=[CH:32][CH:31]=[CH:30][CH:29]=2)[C:22]2[CH:27]=[CH:26][CH:25]=[CH:24][CH:23]=2)[N:12]=1.C(N(CC)CC)C.[CH:47]1([C:50](Cl)=[O:51])[CH2:49][CH2:48]1.C(=O)([O-])O.[Na+], predict the reaction product. The product is: [CH:1]1[C:10]2[C:5](=[CH:6][CH:7]=[CH:8][CH:9]=2)[CH:4]=[CH:3][C:2]=1[C:11]1[C:15]2=[N:16][C:17]([NH:20][C:50]([CH:47]3[CH2:49][CH2:48]3)=[O:51])=[CH:18][CH:19]=[C:14]2[N:13]([C:21]([C:34]2[CH:39]=[CH:38][CH:37]=[CH:36][CH:35]=2)([C:28]2[CH:29]=[CH:30][CH:31]=[CH:32][CH:33]=2)[C:22]2[CH:27]=[CH:26][CH:25]=[CH:24][CH:23]=2)[N:12]=1. (7) Given the reactants [CH3:1][O:2][C:3]1[C:8]([N:9]2[CH2:17][C@@H:16]3[C@@H:11]([CH2:12][CH2:13][CH2:14][NH:15]3)[CH2:10]2)=[C:7]([F:18])[CH:6]=[C:5]2[C:19]([C:21]([C:27]([OH:29])=[O:28])=[CH:22][N:23]([CH:24]3[CH2:26][CH2:25]3)[C:4]=12)=[O:20].[CH3:30]O, predict the reaction product. The product is: [CH:24]1([N:23]2[C:4]3[C:5](=[CH:6][C:7]([F:18])=[C:8]([N:9]4[CH2:10][C@H:11]5[C@H:16]([NH:15][CH2:14][CH2:13][CH2:12]5)[CH2:17]4)[C:3]=3[O:2][CH3:1])[C:19](=[O:20])[C:21]([C:27]([O:29][CH3:30])=[O:28])=[CH:22]2)[CH2:26][CH2:25]1. (8) Given the reactants C[O:2][C:3](=O)[CH:4]([C:11]1[N:12]([C:20]2[CH:25]=[CH:24][C:23]([Cl:26])=[CH:22][CH:21]=2)[N:13]=[C:14]2[C:19]=1[CH2:18][CH2:17][CH2:16][CH2:15]2)[CH:5]1[CH2:10][CH2:9][CH2:8][CH2:7][CH2:6]1.[Li+].C[Si]([N-][Si](C)(C)C)(C)C.[NH2:38][C:39]1[CH:46]=[CH:45][C:42]([C:43]#[N:44])=[CH:41][C:40]=1[F:47], predict the reaction product. The product is: [Cl:26][C:23]1[CH:24]=[CH:25][C:20]([N:12]2[C:11]([CH:4]([CH:5]3[CH2:10][CH2:9][CH2:8][CH2:7][CH2:6]3)[C:3]([NH:38][C:39]3[CH:46]=[CH:45][C:42]([C:43]#[N:44])=[CH:41][C:40]=3[F:47])=[O:2])=[C:19]3[C:14]([CH2:15][CH2:16][CH2:17][CH2:18]3)=[N:13]2)=[CH:21][CH:22]=1. (9) The product is: [CH3:3][O:4][C:5]1[N:10]=[C:9]([NH2:11])[CH:8]=[CH:7][C:6]=1[CH3:15]. Given the reactants [OH-].[Na+].[CH3:3][O:4][C:5]1[N:10]=[C:9]([NH:11]C(=O)C)[CH:8]=[CH:7][C:6]=1[CH3:15], predict the reaction product.